Dataset: Reaction yield outcomes from USPTO patents with 853,638 reactions. Task: Predict the reaction yield, written as a fraction of the theoretical maximum amount of product (1.0 means a 100% yield; for example, 0.34 means a 34% yield). The reactants are [F:1][C:2]1[CH:7]=[C:6]([C:8]2[C:9]([CH:17]([OH:19])[CH3:18])=[N:10][N:11]3[CH:16]=[CH:15][CH:14]=[CH:13][C:12]=23)[CH:5]=[CH:4][N:3]=1. The catalyst is [O-2].[Mn+4].[O-2].C(Cl)Cl. The product is [F:1][C:2]1[CH:7]=[C:6]([C:8]2[C:9]([C:17](=[O:19])[CH3:18])=[N:10][N:11]3[CH:16]=[CH:15][CH:14]=[CH:13][C:12]=23)[CH:5]=[CH:4][N:3]=1. The yield is 0.980.